From a dataset of Catalyst prediction with 721,799 reactions and 888 catalyst types from USPTO. Predict which catalyst facilitates the given reaction. (1) Reactant: Br[C:2]1[CH:3]=[C:4]([C:20]2[CH:25]=[CH:24][C:23]([C:26]([O:28][CH2:29][CH3:30])=[O:27])=[CH:22][CH:21]=2)[CH:5]=[CH:6][C:7]=1[O:8][CH2:9][CH2:10][CH2:11][O:12][Si:13]([C:16]([CH3:19])([CH3:18])[CH3:17])([CH3:15])[CH3:14].[CH2:31]([N:33]([CH2:44][CH3:45])[C:34]1[CH:39]=[CH:38][C:37](B(O)O)=[CH:36][C:35]=1[CH3:43])[CH3:32]. Product: [Si:13]([O:12][CH2:11][CH2:10][CH2:9][O:8][C:7]1[CH:6]=[CH:5][C:4]([C:20]2[CH:25]=[CH:24][C:23]([C:26]([O:28][CH2:29][CH3:30])=[O:27])=[CH:22][CH:21]=2)=[CH:3][C:2]=1[C:37]1[CH:38]=[CH:39][C:34]([N:33]([CH2:44][CH3:45])[CH2:31][CH3:32])=[C:35]([CH3:43])[CH:36]=1)([C:16]([CH3:19])([CH3:18])[CH3:17])([CH3:15])[CH3:14]. The catalyst class is: 73. (2) Reactant: [Cl:1][C:2]1[C:3](F)=[CH:4][C:5]([F:15])=[C:6]([CH:14]=1)[C:7]([O:9][C:10]([CH3:13])([CH3:12])[CH3:11])=[O:8].[Cl:17][C:18]1[CH:19]=[C:20]([OH:31])[CH:21]=[N:22][C:23]=1[O:24][C@@H:25]([CH3:30])[C:26]([F:29])([F:28])[F:27].C(=O)([O-])[O-].[K+].[K+]. Product: [Cl:1][C:2]1[C:3]([O:31][C:20]2[CH:21]=[N:22][C:23]([O:24][C@@H:25]([CH3:30])[C:26]([F:29])([F:28])[F:27])=[C:18]([Cl:17])[CH:19]=2)=[CH:4][C:5]([F:15])=[C:6]([CH:14]=1)[C:7]([O:9][C:10]([CH3:13])([CH3:12])[CH3:11])=[O:8]. The catalyst class is: 16. (3) Reactant: [C:1]([O:5][C:6](=[O:36])[CH2:7][C:8]([N:19]1[C:27]2[C:22](=[C:23]([NH:28][C:29]([O:31][C:32]([CH3:35])([CH3:34])[CH3:33])=[O:30])[CH:24]=[CH:25][CH:26]=2)[CH:21]=[CH:20]1)([C:12]1[CH:17]=[CH:16][C:15]([Cl:18])=[CH:14][CH:13]=1)[C:9](O)=[O:10])([CH3:4])([CH3:3])[CH3:2].CN1CCOCC1.C(Cl)(=O)OCC(C)C.[BH4-].[Na+]. Product: [C:32]([O:31][C:29]([NH:28][C:23]1[CH:24]=[CH:25][CH:26]=[C:27]2[C:22]=1[CH:21]=[CH:20][N:19]2[C:8]([C:12]1[CH:13]=[CH:14][C:15]([Cl:18])=[CH:16][CH:17]=1)([CH2:9][OH:10])[CH2:7][C:6]([O:5][C:1]([CH3:4])([CH3:3])[CH3:2])=[O:36])=[O:30])([CH3:33])([CH3:34])[CH3:35]. The catalyst class is: 57. (4) Product: [C:13]([C:11]1[CH:10]=[CH:9][C:3]([NH:4][C:5]([O:7][CH3:8])=[O:6])=[C:2]([F:1])[CH:12]=1)([CH3:16])([CH3:15])[CH3:14]. Reactant: [F:1][C:2]1[CH:12]=[CH:11][CH:10]=[CH:9][C:3]=1[NH:4][C:5]([O:7][CH3:8])=[O:6].[C:13](O)([CH3:16])([CH3:15])[CH3:14].CCCCCC. The catalyst class is: 65. (5) Reactant: Cl.[NH2:2][C@H:3]([C:5]1[C:6](=[O:16])[NH:7][C:8]2[C:13]([CH:14]=1)=[CH:12][C:11]([Cl:15])=[CH:10][CH:9]=2)[CH3:4].Cl[C:18]1[N:23]=[C:22]([S:24][CH3:25])[CH:21]=[CH:20][N:19]=1.CCN(C(C)C)C(C)C. Product: [Cl:15][C:11]1[CH:12]=[C:13]2[C:8](=[CH:9][CH:10]=1)[NH:7][C:6](=[O:16])[C:5]([C@@H:3]([NH:2][C:18]1[N:23]=[C:22]([S:24][CH3:25])[CH:21]=[CH:20][N:19]=1)[CH3:4])=[CH:14]2. The catalyst class is: 16. (6) Reactant: [OH:1][C@@H:2]([CH3:25])[CH2:3][N:4]1[C:12]2[C:7](=[CH:8][CH:9]=[CH:10][CH:11]=2)[C:6]2([CH2:16][O:15][C:14]3[CH:17]=[C:18]4[C:22](=[CH:23][C:13]2=3)[CH2:21][CH2:20][O:19]4)[C:5]1=[O:24].[H-].[Na+].[CH2:28](Br)[C:29]1[CH:34]=[CH:33][CH:32]=[CH:31][CH:30]=1. Product: [CH2:28]([O:1][C@@H:2]([CH3:25])[CH2:3][N:4]1[C:12]2[C:7](=[CH:8][CH:9]=[CH:10][CH:11]=2)[C:6]2([CH2:16][O:15][C:14]3[CH:17]=[C:18]4[C:22](=[CH:23][C:13]2=3)[CH2:21][CH2:20][O:19]4)[C:5]1=[O:24])[C:29]1[CH:34]=[CH:33][CH:32]=[CH:31][CH:30]=1. The catalyst class is: 7. (7) Reactant: [F:1][C:2]1[CH:3]=[C:4]([N:24]2[CH2:29][CH2:28][CH:27]([C:30]([NH2:33])=[N:31][OH:32])[CH2:26][CH2:25]2)[CH:5]=[CH:6][C:7]=1[CH2:8][N:9]1[C@@H:14]([CH3:15])[CH2:13][CH2:12][CH:11]([C:16]2[CH:21]=[CH:20][CH:19]=[CH:18][CH:17]=2)[S:10]1(=[O:23])=[O:22].[CH:34](OCC)(OCC)OCC. Product: [F:1][C:2]1[CH:3]=[C:4]([N:24]2[CH2:29][CH2:28][CH:27]([C:30]3[N:33]=[CH:34][O:32][N:31]=3)[CH2:26][CH2:25]2)[CH:5]=[CH:6][C:7]=1[CH2:8][N:9]1[C@@H:14]([CH3:15])[CH2:13][CH2:12][CH:11]([C:16]2[CH:17]=[CH:18][CH:19]=[CH:20][CH:21]=2)[S:10]1(=[O:22])=[O:23]. The catalyst class is: 55. (8) Reactant: CCN=C=NCCCN(C)C.[NH2:12][C:13]1[CH:21]=[CH:20][C:16]([C:17]([OH:19])=O)=[C:15]([Cl:22])[CH:14]=1.[NH:23]1[CH2:29][CH2:28][CH2:27][CH2:26][CH2:25][CH2:24]1. Product: [N:23]1([C:17]([C:16]2[CH:20]=[CH:21][C:13]([NH2:12])=[CH:14][C:15]=2[Cl:22])=[O:19])[CH2:29][CH2:28][CH2:27][CH2:26][CH2:25][CH2:24]1. The catalyst class is: 2. (9) Reactant: [CH:1]1([N:4]2[C:12]3[C:7](=[CH:8][CH:9]=[C:10]([C:13]([NH:15][NH2:16])=[O:14])[CH:11]=3)[C:6]([CH3:18])([CH3:17])[C:5]2=[O:19])[CH2:3][CH2:2]1.[F:20][C:21]([F:32])([F:31])[C:22](O[C:22](=[O:23])[C:21]([F:32])([F:31])[F:20])=[O:23]. Product: [CH:1]1([N:4]2[C:12]3[C:7](=[CH:8][CH:9]=[C:10]([C:13]([NH:15][NH:16][C:22](=[O:23])[C:21]([F:32])([F:31])[F:20])=[O:14])[CH:11]=3)[C:6]([CH3:17])([CH3:18])[C:5]2=[O:19])[CH2:2][CH2:3]1. The catalyst class is: 1.